This data is from Forward reaction prediction with 1.9M reactions from USPTO patents (1976-2016). The task is: Predict the product of the given reaction. Given the reactants Br[CH2:2][C:3]1[C:8]([Br:9])=[CH:7][CH:6]=[CH:5][C:4]=1[N:10]1[C:14](=[O:15])[N:13]([CH3:16])[N:12]=[N:11]1.[CH3:17][C:18]1[CH:23]=[CH:22][C:21]([N:24]2[CH:28]=[CH:27][C:26]([OH:29])=[N:25]2)=[CH:20][CH:19]=1.C(=O)([O-])[O-].[K+].[K+].C(#N)C, predict the reaction product. The product is: [CH3:17][C:18]1[CH:19]=[CH:20][C:21]([N:24]2[CH:28]=[CH:27][C:26]([O:29][CH2:2][C:3]3[C:8]([Br:9])=[CH:7][CH:6]=[CH:5][C:4]=3[N:10]3[C:14](=[O:15])[N:13]([CH3:16])[N:12]=[N:11]3)=[N:25]2)=[CH:22][CH:23]=1.